Dataset: Catalyst prediction with 721,799 reactions and 888 catalyst types from USPTO. Task: Predict which catalyst facilitates the given reaction. (1) Product: [Cl:26][C:25]1[CH:24]=[CH:23][CH:22]=[C:21]([Cl:27])[C:20]=1[CH2:19][O:18][C:15]1[CH:14]=[CH:13][C:12]([CH:8]2[O:9][CH2:10][CH2:11][N:6]([CH2:5][C:4]([OH:28])=[O:3])[CH2:7]2)=[CH:17][CH:16]=1. Reactant: C([O:3][C:4](=[O:28])[CH2:5][N:6]1[CH2:11][CH2:10][O:9][CH:8]([C:12]2[CH:17]=[CH:16][C:15]([O:18][CH2:19][C:20]3[C:25]([Cl:26])=[CH:24][CH:23]=[CH:22][C:21]=3[Cl:27])=[CH:14][CH:13]=2)[CH2:7]1)C.[OH-].[Na+].Cl. The catalyst class is: 8. (2) Reactant: [CH3:1][O:2][C:3]1[CH:43]=[CH:42][C:6]([C:7]([N:9](C(=O)C2C=CC(OC)=CC=2)[C:10]2[C:19]([C:20]#[N:21])=[C:18]([NH:22][CH2:23][C:24]3[S:25][CH:26]=[CH:27][CH:28]=3)[C:17]3[C:12](=[CH:13][CH:14]=[C:15]([N:29]([CH3:31])[CH3:30])[CH:16]=3)[N:11]=2)=[O:8])=[CH:5][CH:4]=1.[OH-].[K+].C(O)(=O)C.C(=O)([O-])O.[Na+]. Product: [CH3:1][O:2][C:3]1[CH:4]=[CH:5][C:6]([C:7]([NH:9][C:10]2[C:19]([C:20]#[N:21])=[C:18]([NH:22][CH2:23][C:24]3[S:25][CH:26]=[CH:27][CH:28]=3)[C:17]3[C:12](=[CH:13][CH:14]=[C:15]([N:29]([CH3:30])[CH3:31])[CH:16]=3)[N:11]=2)=[O:8])=[CH:42][CH:43]=1. The catalyst class is: 10. (3) Reactant: F[P-](F)(F)(F)(F)F.N1(C=[N+]2CCCC2)CCCC1.CC(C)([O-])C.[K+].[C:25]([O:29][C:30]([N:32]1[C:36](=[O:37])[CH2:35][CH2:34][C@H:33]1CC1C=CC(C2C=CC=CC=2)=CC=1)=[O:31])([CH3:28])([CH3:27])[CH3:26].C(OC(C)C)(=O)C. Product: [C:25]([O:29][C:30]([N:32]1[CH2:33][CH2:34][CH2:35][C:36]1=[O:37])=[O:31])([CH3:28])([CH3:26])[CH3:27]. The catalyst class is: 1. (4) Reactant: [CH3:1][O:2][C:3]1[CH:37]=[CH:36][C:6]([CH2:7][N:8]2[C:12]3[N:13]=[CH:14][CH:15]=[C:16]([N:17]([C:26]4[CH:31]=[CH:30][C:29]([N+:32]([O-])=O)=[CH:28][C:27]=4[F:35])[CH2:18][CH2:19][N:20]4[CH2:25][CH2:24][O:23][CH2:22][CH2:21]4)[C:11]=3[CH:10]=[N:9]2)=[CH:5][CH:4]=1. Product: [CH3:1][O:2][C:3]1[CH:4]=[CH:5][C:6]([CH2:7][N:8]2[C:12]3=[N:13][CH:14]=[CH:15][C:16]([N:17]([CH2:18][CH2:19][N:20]4[CH2:25][CH2:24][O:23][CH2:22][CH2:21]4)[C:26]4[CH:31]=[CH:30][C:29]([NH2:32])=[CH:28][C:27]=4[F:35])=[C:11]3[CH:10]=[N:9]2)=[CH:36][CH:37]=1. The catalyst class is: 14. (5) Reactant: [CH2:1]([Mg]Br)[CH3:2].[Br:5][C:6]1[CH:13]=[CH:12][C:9]([CH:10]=[O:11])=[C:8]([F:14])[CH:7]=1. Product: [Br:5][C:6]1[CH:13]=[CH:12][C:9]([CH:10]([OH:11])[CH2:1][CH3:2])=[C:8]([F:14])[CH:7]=1. The catalyst class is: 7. (6) Reactant: [CH3:1][O:2][C:3](=[O:26])[C@H:4]([CH2:16][C:17]1[CH:22]=[CH:21][C:20]([N+:23]([O-])=O)=[CH:19][CH:18]=1)[NH:5][C:6]([C:8]1[C:13]([CH3:14])=[CH:12][CH:11]=[CH:10][C:9]=1[Cl:15])=[S:7].[Cl-].[NH4+].CO. Product: [CH3:1][O:2][C:3](=[O:26])[C@H:4]([CH2:16][C:17]1[CH:22]=[CH:21][C:20]([NH2:23])=[CH:19][CH:18]=1)[NH:5][C:6]([C:8]1[C:13]([CH3:14])=[CH:12][CH:11]=[CH:10][C:9]=1[Cl:15])=[S:7]. The catalyst class is: 739.